From a dataset of Forward reaction prediction with 1.9M reactions from USPTO patents (1976-2016). Predict the product of the given reaction. (1) Given the reactants [C:1](O)(=[O:11])[C:2]1[CH:10]=[CH:9][C:5]([C:6]([NH2:8])=[O:7])=[CH:4][CH:3]=1.[CH2:13]1[C@H:22]2[C@H:17]([CH2:18][CH2:19][C:20]3[CH:26]=[CH:25][CH:24]=[CH:23][C:21]=32)[NH:16][CH2:15][CH2:14]1, predict the reaction product. The product is: [CH2:13]1[C@H:22]2[C@H:17]([CH2:18][CH2:19][C:20]3[CH:26]=[CH:25][CH:24]=[CH:23][C:21]=32)[N:16]([C:1]([C:2]2[CH:10]=[CH:9][C:5]([C:6]([NH2:8])=[O:7])=[CH:4][CH:3]=2)=[O:11])[CH2:15][CH2:14]1. (2) Given the reactants [NH2:1][C:2]1[CH:3]=[C:4]([NH:16][C:17](=[O:19])[CH3:18])[CH:5]=[CH:6][C:7]=1[NH:8][CH2:9][CH:10]1[CH2:15][CH2:14][O:13][CH2:12][CH2:11]1.[CH3:20][C:21]([CH3:26])([CH3:25])[C:22](Cl)=O, predict the reaction product. The product is: [C:21]([C:26]1[N:8]([CH2:9][CH:10]2[CH2:11][CH2:12][O:13][CH2:14][CH2:15]2)[C:7]2[CH:6]=[CH:5][C:4]([NH:16][C:17](=[O:19])[CH3:18])=[CH:3][C:2]=2[N:1]=1)([CH3:25])([CH3:22])[CH3:20]. (3) Given the reactants [Cl:1][C:2]1[CH:7]=[C:6]([Cl:8])[CH:5]=[CH:4][C:3]=1[C:9]1[N:10]=[C:11]([CH2:23][C:24]2[CH:29]=[CH:28][C:27]([C:30]3[CH:35]=[CH:34][C:33]([OH:36])=[CH:32][CH:31]=3)=[CH:26][CH:25]=2)[N:12]([C:14]2[CH:19]=[CH:18][C:17]([N+:20]([O-:22])=[O:21])=[CH:16][CH:15]=2)[CH:13]=1.[C:37]([N:44]1[CH2:49][CH2:48][CH:47](O)[CH2:46][CH2:45]1)([O:39][C:40]([CH3:43])([CH3:42])[CH3:41])=[O:38].C1(P(C2C=CC=CC=2)C2C=CC=CC=2)C=CC=CC=1.N(C(OC(C)C)=O)=NC(OC(C)C)=O, predict the reaction product. The product is: [C:40]([O:39][C:37]([N:44]1[CH2:49][CH2:48][CH:47]([O:36][C:33]2[CH:34]=[CH:35][C:30]([C:27]3[CH:28]=[CH:29][C:24]([CH2:23][C:11]4[N:12]([C:14]5[CH:19]=[CH:18][C:17]([N+:20]([O-:22])=[O:21])=[CH:16][CH:15]=5)[CH:13]=[C:9]([C:3]5[CH:4]=[CH:5][C:6]([Cl:8])=[CH:7][C:2]=5[Cl:1])[N:10]=4)=[CH:25][CH:26]=3)=[CH:31][CH:32]=2)[CH2:46][CH2:45]1)=[O:38])([CH3:43])([CH3:41])[CH3:42]. (4) Given the reactants C1(C[O:8][C:9]2[CH:10]=[C:11]([CH:16]=[C:17]([O:19][C@H:20]3[CH2:24][CH2:23][O:22][CH2:21]3)[CH:18]=2)[C:12]([O:14][CH3:15])=[O:13])C=CC=CC=1.C1COCC1, predict the reaction product. The product is: [OH:8][C:9]1[CH:10]=[C:11]([CH:16]=[C:17]([O:19][C@H:20]2[CH2:24][CH2:23][O:22][CH2:21]2)[CH:18]=1)[C:12]([O:14][CH3:15])=[O:13]. (5) Given the reactants C([O:3][C:4](=[O:34])[CH2:5][N:6]([S:28]([N:31]([CH3:33])[CH3:32])(=[O:30])=[O:29])[CH2:7][C:8]1[CH:13]=[CH:12][CH:11]=[C:10]([O:14][CH2:15][CH2:16][C:17]2[N:18]=[C:19]([C:22]3[CH:27]=[CH:26][CH:25]=[CH:24][CH:23]=3)[O:20][CH:21]=2)[CH:9]=1)C.O.[OH-].[Li+], predict the reaction product. The product is: [CH3:32][N:31]([S:28]([N:6]([CH2:5][C:4]([OH:34])=[O:3])[CH2:7][C:8]1[CH:13]=[CH:12][CH:11]=[C:10]([O:14][CH2:15][CH2:16][C:17]2[N:18]=[C:19]([C:22]3[CH:27]=[CH:26][CH:25]=[CH:24][CH:23]=3)[O:20][CH:21]=2)[CH:9]=1)(=[O:29])=[O:30])[CH3:33].